Predict which catalyst facilitates the given reaction. From a dataset of Catalyst prediction with 721,799 reactions and 888 catalyst types from USPTO. Reactant: [CH2:1]([O:8][C:9]1[CH:14]=[CH:13][C:12]([N:15]([CH3:30])[C:16]2[CH:21]=[CH:20][C:19]([CH:22]([CH3:29])[CH2:23]OS(C)(=O)=O)=[CH:18][CH:17]=2)=[CH:11][CH:10]=1)[C:2]1[CH:7]=[CH:6][CH:5]=[CH:4][CH:3]=1.[C-:31]#[N:32].[K+].C1OCCOCCOCCOCCOCCOC1. Product: [CH2:1]([O:8][C:9]1[CH:14]=[CH:13][C:12]([N:15]([CH3:30])[C:16]2[CH:21]=[CH:20][C:19]([CH:22]([CH3:29])[CH2:23][C:31]#[N:32])=[CH:18][CH:17]=2)=[CH:11][CH:10]=1)[C:2]1[CH:7]=[CH:6][CH:5]=[CH:4][CH:3]=1. The catalyst class is: 16.